This data is from Reaction yield outcomes from USPTO patents with 853,638 reactions. The task is: Predict the reaction yield, written as a fraction of the theoretical maximum amount of product (1.0 means a 100% yield; for example, 0.34 means a 34% yield). (1) The reactants are C[NH3+].F[P-](F)(F)(F)(F)F.N1(OC(N(C)C)=[N+](C)C)C2N=CC=CC=2N=N1.F[P-](F)(F)(F)(F)F.[O:34]1[CH2:38][CH2:37][O:36][CH:35]1[CH2:39][CH2:40][C:41]1[S:45][C:44]([C:46]2[CH:51]=[CH:50][CH:49]=[CH:48][CH:47]=2)=[N:43][C:42]=1[C:52]([OH:54])=O.CCN(C(C)C)C(C)C.[N:64]1[C:72]2[C:67](=[N:68][CH:69]=[CH:70][CH:71]=2)[S:66][C:65]=1[C:73]1[CH:79]=[CH:78][CH:77]=[CH:76][C:74]=1[NH2:75].C([O-])(O)=O.[Na+]. The catalyst is CN(C=O)C. The product is [O:36]1[CH2:37][CH2:38][O:34][CH:35]1[CH2:39][CH2:40][C:41]1[S:45][C:44]([C:46]2[CH:47]=[CH:48][CH:49]=[CH:50][CH:51]=2)=[N:43][C:42]=1[C:52]([NH:75][C:74]1[CH:76]=[CH:77][CH:78]=[CH:79][C:73]=1[C:65]1[S:66][C:67]2[C:72]([N:64]=1)=[CH:71][CH:70]=[CH:69][N:68]=2)=[O:54]. The yield is 0.660. (2) The reactants are [C:1]1([CH:7]([C:31]2[CH:36]=[CH:35][CH:34]=[CH:33][CH:32]=2)[N:8]2[C:16]3[C:11](=[CH:12][CH:13]=[CH:14][CH:15]=3)[C@:10]([C:19]3[C:28]([OH:29])=[CH:27][C:22]4[O:23][CH2:24][CH2:25][O:26][C:21]=4[CH:20]=3)([CH2:17]O)[C:9]2=[O:30])[CH:6]=[CH:5][CH:4]=[CH:3][CH:2]=1.C1(P(C2C=CC=CC=2)C2C=CC=CN=2)C=CC=CC=1.CC(OC(/N=N/C(OC(C)C)=O)=O)C. The catalyst is O1CCCC1. The product is [C:1]1([CH:7]([C:31]2[CH:36]=[CH:35][CH:34]=[CH:33][CH:32]=2)[N:8]2[C:16]3[C:11](=[CH:12][CH:13]=[CH:14][CH:15]=3)[C@@:10]3([C:19]4[C:28](=[CH:27][C:22]5[O:23][CH2:24][CH2:25][O:26][C:21]=5[CH:20]=4)[O:29][CH2:17]3)[C:9]2=[O:30])[CH:2]=[CH:3][CH:4]=[CH:5][CH:6]=1. The yield is 0.850.